Task: Predict the product of the given reaction.. Dataset: Forward reaction prediction with 1.9M reactions from USPTO patents (1976-2016) The product is: [CH2:1]([O:5][CH2:6][CH:7]1[CH2:12][CH2:11][C:10]([C:13]2[CH:22]=[CH:23][CH:18]=[CH:19][CH:20]=2)([N:15]([CH3:17])[CH3:16])[CH2:9][CH2:8]1)[C:2]#[C:3][CH3:4]. Given the reactants [CH2:1]([O:5][CH2:6][CH:7]1[CH2:12][CH2:11][C:10]([N:15]([CH3:17])[CH3:16])([C:13]#N)[CH2:9][CH2:8]1)[C:2]#[C:3][CH3:4].[C:18]1([Mg]Cl)[CH:23]=[CH:22]C=[CH:20][CH:19]=1.[Cl-].[NH4+].O, predict the reaction product.